This data is from Full USPTO retrosynthesis dataset with 1.9M reactions from patents (1976-2016). The task is: Predict the reactants needed to synthesize the given product. (1) The reactants are: [F:1][C:2]1[CH:7]=[CH:6][C:5]([C:8]2[N:12]=[N:11][N:10]([CH3:13])[C:9]=2/[CH:14]=[CH:15]/[C:16]2[S:17][C:18]([C:22](O)=[O:23])=[C:19]([CH3:21])[N:20]=2)=[CH:4][CH:3]=1.CN(C(O[N:33]1N=N[C:35]2C=CC=[CH:39][C:34]1=2)=[N+](C)C)C.[B-](F)(F)(F)F.CCN(C(C)C)C(C)C.C(N)(C)C. Given the product [CH:34]([NH:33][C:22]([C:18]1[S:17][C:16](/[CH:15]=[CH:14]/[C:9]2[N:10]([CH3:13])[N:11]=[N:12][C:8]=2[C:5]2[CH:4]=[CH:3][C:2]([F:1])=[CH:7][CH:6]=2)=[N:20][C:19]=1[CH3:21])=[O:23])([CH3:39])[CH3:35], predict the reactants needed to synthesize it. (2) Given the product [Br:25][C:26]1[CH:31]=[C:30]([CH2:32][CH:17]([CH:13]2[CH2:14][CH2:15][CH2:16]2)[C:18]([O:20][C:21]([CH3:24])([CH3:23])[CH3:22])=[O:19])[CH:29]=[CH:28][C:27]=1[Cl:34], predict the reactants needed to synthesize it. The reactants are: C(NC(C)C)(C)C.C([Li])CCC.[CH:13]1([CH2:17][C:18]([O:20][C:21]([CH3:24])([CH3:23])[CH3:22])=[O:19])[CH2:16][CH2:15][CH2:14]1.[Br:25][C:26]1[CH:31]=[C:30]([CH2:32]Br)[CH:29]=[CH:28][C:27]=1[Cl:34].[Cl-].[NH4+]. (3) Given the product [NH2:1][CH2:4][CH2:5][C@@H:6]([C:24]1[CH:29]=[CH:28][C:27]([Cl:30])=[C:26]([Cl:31])[CH:25]=1)[CH2:7][N:8]1[CH2:15][C@@H:14]([CH3:16])[CH2:13][O:12][C:11]2[C:17]([C:21]#[N:22])=[CH:18][CH:19]=[CH:20][C:10]=2[C:9]1=[O:23], predict the reactants needed to synthesize it. The reactants are: [N:1]([CH2:4][CH2:5][C@@H:6]([C:24]1[CH:29]=[CH:28][C:27]([Cl:30])=[C:26]([Cl:31])[CH:25]=1)[CH2:7][N:8]1[CH2:15][C@@H:14]([CH3:16])[CH2:13][O:12][C:11]2[C:17]([C:21]#[N:22])=[CH:18][CH:19]=[CH:20][C:10]=2[C:9]1=[O:23])=[N+]=[N-].[BH4-].[Na+].S([O-])(=O)(=O)C.[OH-].[Na+]. (4) The reactants are: [C:1]([C:3]1[CH:4]=[C:5]([CH:9]=[CH:10][C:11]=1[O:12][CH:13]([CH3:15])[CH3:14])[C:6]([OH:8])=O)#[N:2].C1C=CC2N(O)N=NC=2C=1.[F:26][C:27]1[CH:28]=[C:29]2[C:33](=[CH:34][C:35]=1/[C:36](/[NH:39]O)=[N:37]/[H])[NH:32][CH:31]=[C:30]2[CH2:41][CH2:42][C:43]([O:45][CH2:46][CH3:47])=[O:44].CCCC[N+](CCCC)(CCCC)CCCC.[F-]. Given the product [C:1]([C:3]1[CH:4]=[C:5]([C:6]2[O:8][N:37]=[C:36]([C:35]3[CH:34]=[C:33]4[C:29]([C:30]([CH2:41][CH2:42][C:43]([O:45][CH2:46][CH3:47])=[O:44])=[CH:31][NH:32]4)=[CH:28][C:27]=3[F:26])[N:39]=2)[CH:9]=[CH:10][C:11]=1[O:12][CH:13]([CH3:15])[CH3:14])#[N:2], predict the reactants needed to synthesize it. (5) Given the product [Br:1][C:2]1[C:3]([NH:8][C:9](=[O:11])[CH3:10])=[N:4][CH:5]=[CH:6][CH:7]=1, predict the reactants needed to synthesize it. The reactants are: [Br:1][C:2]1[C:3]([NH2:8])=[N:4][CH:5]=[CH:6][CH:7]=1.[C:9](OC(=O)C)(=[O:11])[CH3:10].